Dataset: Experimentally validated miRNA-target interactions with 360,000+ pairs, plus equal number of negative samples. Task: Binary Classification. Given a miRNA mature sequence and a target amino acid sequence, predict their likelihood of interaction. (1) The miRNA is hsa-miR-6832-3p with sequence ACCCUUUUUCUCUUUCCCAG. The protein sequence of the target gene is MRKTRLWGLLWMLFVSELRAATKLTEEKYELKEGQTLDVKCDYTLEKFASSQKAWQIIRDGEMPKTLACTERPSKNSHPVQVGRIILEDYHDHGLLRVRMVNLQVEDSGLYQCVIYQPPKEPHMLFDRIRLVVTKGFSGTPGSNENSTQNVYKIPPTTTKALCPLYTSPRTVTQAPPKSTADVSTPDSEINLTNVTDIIRVPVFNIVILLAGGFLSKSLVFSVLFAVTLRSFVP. Result: 1 (interaction). (2) The miRNA is hsa-miR-101-3p with sequence UACAGUACUGUGAUAACUGAA. The protein sequence of the target gene is MGSSSLSEDYRQCLERELRRGRAGVCGDPSLRAVLWQILVEDFDLHGALQDDALALFTDGLWGRADLAPALQDLARAFELLELAAVHLYLLPWRKEFTTIKTFSGGYVHVLKGVLSEELLTRSFQKMGYVRRDNHRLMVTTPPPACQLVQVALGCFALRLECEILSEVLTQLGTSVLPAEELLRARRASGDVASCVAWLQQRLAQDEEPPPLPPRGTPATYGAPVDLYQDLQEDESSEASLYGEPSPGLDSPPVELAYRPPLWEQSAKLWGSGGQPWEPPADDMHRASSPPYGALEEELE.... Result: 0 (no interaction). (3) The miRNA is hsa-miR-1-3p with sequence UGGAAUGUAAAGAAGUAUGUAU. Result: 1 (interaction). The protein sequence of the target gene is MASEGTNIPSPVVRQIDKQFLICSICLERYKNPKVLPCLHTFCERCLQNYIPAHSLTLSCPVCRQTSILPEKGVAALQNNFFITNLMDVLQRTPGSNAEESSILETVTAVAAGKPLSCPNHDGNVMEFYCQSCETAMCRECTEGEHAEHPTVPLKDVVEQHKASLQVQLDAVNKRLPEIDSALQFISEIIHQLTNQKASIVDDIHSTFDELQKTLNVRKSVLLMELEVNYGLKHKVLQSQLDTLLQGQESIKSCSNFTAQALNHGTETEVLLVKKQMSEKLNELADQDFPLHPRENDQLD.... (4) The miRNA is mmu-miR-466q with sequence GUGCACACACACACAUACGU. The protein sequence of the target gene is MARPDDEVGPAVAPGHPLGKGYLPVPKGAPDGEARLVPQNGPEALNGGPGLGPLIAGAQGGPQALIAAEEETQARLLPAGDGEDVPCPACPPRTALSPRRFVVLLIFSLYSLVNAFQWIQYSSISNVFEDFYEVSPLHINWLSMVYMVAYVPLIFPATWLLDTRGLRLTALLGSGLNCLGAWVKCGSVQRHLFWVTMLGQILCSVAQVFILGLPSPVASVWFGPKEVSTACATAVLGNQLGTAVGFLLPPVLVPALGTQNSTGLLAHTQNNTDLLAHNINTMFYGTAFISTFLFFLTIIA.... Result: 1 (interaction). (5) The miRNA is hsa-let-7a-5p with sequence UGAGGUAGUAGGUUGUAUAGUU. The protein sequence of the target gene is MPGGRRGPSRQQLSRSALPSLQTLVGGGCGNGTGLRNRNGSAIGLPVPPITALITPGPVRHCQIPDLPVDGSLLFEFLFFIYLLVALFIQYINIYKTVWWYPYNHPASCTSLNFHLIDYHLAAFITVMLARRLVWALISEATKAGAASMIHYMVLISARLVLLTLCGWVLCWTLVNLFRSHSVLNLLFLGYPFGVYVPLCCFHQDSRAHLLLTDYNYVVQHEAVEESASTVGGLAKSKDFLSLLLESLKEQFNNATPIPTHSCPLSPDLIRNEVECLKADFNHRIKEVLFNSLFSAYYVA.... Result: 1 (interaction). (6) The protein sequence of the target gene is MAALVAAAALAAAEPAPAVPQAAGSGGPTSRRDFYWLRSFLAGGIAGCCAKTTVAPLDRVKVLLQAHNRHYKHLGVLSTLRAVPQKEGYLGLYKGNGAMMIRIFPYGAIQFMAFEHYKTFITTKLGVSGHVHRLMAGSMAGMTAVICTYPLDVVRVRLAFQVKGEHTYSGIIHAFKTIYAKEGGFLGFYRGLMPTILGMAPYAGVSFFTFGTLKSVGLSYAPALLGRPSSDNPNVLVLKTHINLLCGGVAGAIAQTISYPFDVTRRRMQLGAVLPEFEKCLTMRETMKYVYGQHGIRRGL.... The miRNA is hsa-miR-3646 with sequence AAAAUGAAAUGAGCCCAGCCCA. Result: 0 (no interaction). (7) The miRNA is hsa-miR-1294 with sequence UGUGAGGUUGGCAUUGUUGUCU. The protein sequence of the target gene is MASSFLPAGAITGDSGGELSSGDDSGEVEFPHSPEIEETSCLAELFEKAAAHLQGLIQVASREQLLYLYARYKQVKVGNCNTPKPSFFDFEGKQKWEAWKALGDSSPSQAMQEYIAVVKKLDPGWNPQIPEKKGKEANTGFGGPVISSLYHEETIREEDKNIFDYCRENNIDHITKAIKSKNVDVNVKDEEGRALLHWACDRGHKELVTVLLQHRADINCQDNEGQTALHYASACEFLDIVELLLQSGADPTLRDQDGCLPEEVTGCKTVSLVLQRHTTGKA. Result: 0 (no interaction).